This data is from Catalyst prediction with 721,799 reactions and 888 catalyst types from USPTO. The task is: Predict which catalyst facilitates the given reaction. (1) Product: [CH2:12]([O:14][C:15]([C:17]1[C:18](=[O:35])[C:19]2[CH:24]=[N:23][C:22]([S:37]([CH3:1])(=[O:39])=[O:36])=[N:21][C:20]=2[N:27]([CH:29]2[CH2:30][CH2:31][CH2:32][CH2:33][CH2:34]2)[CH:28]=1)=[O:16])[CH3:13]. Reactant: [CH:1]1C=C(Cl)C=C(C(OO)=O)C=1.[CH2:12]([O:14][C:15]([C:17]1[C:18](=[O:35])[C:19]2[CH:24]=[N:23][C:22](SC)=[N:21][C:20]=2[N:27]([CH:29]2[CH2:34][CH2:33][CH2:32][CH2:31][CH2:30]2)[CH:28]=1)=[O:16])[CH3:13].[O-:36][S:37]([O-:39])=O.[Na+].[Na+]. The catalyst class is: 2. (2) Reactant: [NH2:1][C:2]1[CH:7]=[C:6]([CH2:8][Cl:9])[CH:5]=[CH:4][C:3]=1[S:10][C:11]1[C:12](=[CH:17][CH:18]=[CH:19][CH:20]=1)[C:13]([O:15]C)=[O:14].[OH-].[Na+]. The catalyst class is: 36. Product: [NH2:1][C:2]1[CH:7]=[C:6]([CH2:8][Cl:9])[CH:5]=[CH:4][C:3]=1[S:10][C:11]1[C:12](=[CH:17][CH:18]=[CH:19][CH:20]=1)[C:13]([OH:15])=[O:14]. (3) Reactant: [I:1][C:2]1[NH:6][N:5]=[C:4]([C:7]([O:9]C)=O)[CH:3]=1.[NH3:11]. Product: [I:1][C:2]1[NH:6][N:5]=[C:4]([C:7]([NH2:11])=[O:9])[CH:3]=1. The catalyst class is: 5.